From a dataset of Forward reaction prediction with 1.9M reactions from USPTO patents (1976-2016). Predict the product of the given reaction. (1) Given the reactants [CH3:1][C:2]1[O:6][C:5]([NH:7][CH2:8][CH2:9][CH3:10])=[N:4][C:3]=1[C:11]1[CH:16]=[CH:15][CH:14]=[CH:13][CH:12]=1.[H-].[Na+].Cl[CH2:20][C:21]1[CH:40]=[CH:39][C:24]([CH2:25][O:26][C:27]2[CH:32]=[CH:31][C:30]([CH2:33][CH2:34][C:35]([O:37][CH3:38])=[O:36])=[CH:29][CH:28]=2)=[CH:23][CH:22]=1.O, predict the reaction product. The product is: [CH3:1][C:2]1[O:6][C:5]([N:7]([CH2:20][C:21]2[CH:40]=[CH:39][C:24]([CH2:25][O:26][C:27]3[CH:32]=[CH:31][C:30]([CH2:33][CH2:34][C:35]([O:37][CH3:38])=[O:36])=[CH:29][CH:28]=3)=[CH:23][CH:22]=2)[CH2:8][CH2:9][CH3:10])=[N:4][C:3]=1[C:11]1[CH:16]=[CH:15][CH:14]=[CH:13][CH:12]=1. (2) The product is: [C:15]1([S:12]([N:9]2[CH2:8][CH2:7][C:6]3([C:4](=[O:3])[N:29]([C:30]4[N:31]=[N:32][C:33]([O:36][CH3:37])=[CH:34][CH:35]=4)[CH2:22][CH2:21]3)[CH2:11][CH2:10]2)(=[O:13])=[O:14])[CH:16]=[CH:17][CH:18]=[CH:19][CH:20]=1. Given the reactants C([O:3][C:4]([C:6]1([CH2:21][CH2:22]OC)[CH2:11][CH2:10][N:9]([S:12]([C:15]2[CH:20]=[CH:19][CH:18]=[CH:17][CH:16]=2)(=[O:14])=[O:13])[CH2:8][CH2:7]1)=O)C.[Cl-].C[Al+]C.[NH2:29][C:30]1[N:31]=[N:32][C:33]([O:36][CH3:37])=[CH:34][CH:35]=1, predict the reaction product.